From a dataset of Rat liver microsome stability data. Regression/Classification. Given a drug SMILES string, predict its absorption, distribution, metabolism, or excretion properties. Task type varies by dataset: regression for continuous measurements (e.g., permeability, clearance, half-life) or binary classification for categorical outcomes (e.g., BBB penetration, CYP inhibition). Dataset: rlm. (1) The compound is Cc1cc(-c2cccc3cc[nH]c23)c(C#N)c2c1NC(C)(C)[C@H](O)[C@H]2C. The result is 1 (stable in rat liver microsomes). (2) The drug is CCc1c(C(=O)NCCc2ccc(N3CCCCC3)cc2)[nH]c2ccc(Cl)cc12. The result is 1 (stable in rat liver microsomes). (3) The compound is CCn1c2ccccc2c2cc(NC(=O)CN3CCC(N4C(=O)OCc5c(Cl)cccc54)CC3)ccc21. The result is 0 (unstable in rat liver microsomes). (4) The molecule is COc1cc(N2CCN(C3CCN(c4cc(Br)cc5cccnc45)CC3)CC2)c2ncccc2c1. The result is 1 (stable in rat liver microsomes). (5) The compound is CS(=O)(=O)c1cccc(Oc2cccc(-c3c(CN4CCCCC4)nc4c(C(F)(F)F)cccn34)c2)c1. The result is 1 (stable in rat liver microsomes).